This data is from Catalyst prediction with 721,799 reactions and 888 catalyst types from USPTO. The task is: Predict which catalyst facilitates the given reaction. (1) The catalyst class is: 3. Reactant: [CH3:1][C@H:2]([OH:5])[CH2:3][CH3:4].[H-].[Na+].F[C:9]1[CH:16]=[CH:15][C:14]([CH:17]=[O:18])=[CH:13][C:10]=1[C:11]#[N:12]. Product: [CH:17]([C:14]1[CH:15]=[CH:16][C:9]([O:5][C@@H:2]([CH3:1])[CH2:3][CH3:4])=[C:10]([CH:13]=1)[C:11]#[N:12])=[O:18]. (2) Reactant: [CH2:1]([C:5]1[C:9]([CH2:10][O:11][C:12]2[N:17]=[N:16][C:15]([C:18](O)=[O:19])=[CH:14][CH:13]=2)=[C:8]([CH3:21])[O:7][N:6]=1)[CH2:2][CH2:3][CH3:4].C(N1C=CN=C1)([N:24]1C=CN=C1)=O.[OH-].[NH4+]. Product: [CH2:1]([C:5]1[C:9]([CH2:10][O:11][C:12]2[N:17]=[N:16][C:15]([C:18]([NH2:24])=[O:19])=[CH:14][CH:13]=2)=[C:8]([CH3:21])[O:7][N:6]=1)[CH2:2][CH2:3][CH3:4]. The catalyst class is: 3. (3) The catalyst class is: 7. Product: [CH3:1][O:2][C:3]([C:5]1([CH3:19])[C:10]([C:24]2[CH:25]=[CH:26][C:21]([Cl:20])=[CH:22][CH:23]=2)([OH:11])[CH2:9][CH2:8][N:7]([C:12]([O:14][C:15]([CH3:18])([CH3:17])[CH3:16])=[O:13])[CH2:6]1)=[O:4]. Reactant: [CH3:1][O:2][C:3]([C:5]1([CH3:19])[C:10](=[O:11])[CH2:9][CH2:8][N:7]([C:12]([O:14][C:15]([CH3:18])([CH3:17])[CH3:16])=[O:13])[CH2:6]1)=[O:4].[Cl:20][C:21]1[CH:26]=[CH:25][C:24]([Mg]Br)=[CH:23][CH:22]=1.